Dataset: NCI-60 drug combinations with 297,098 pairs across 59 cell lines. Task: Regression. Given two drug SMILES strings and cell line genomic features, predict the synergy score measuring deviation from expected non-interaction effect. (1) Drug 1: CN(CC1=CN=C2C(=N1)C(=NC(=N2)N)N)C3=CC=C(C=C3)C(=O)NC(CCC(=O)O)C(=O)O. Drug 2: COC1=NC(=NC2=C1N=CN2C3C(C(C(O3)CO)O)O)N. Cell line: MDA-MB-435. Synergy scores: CSS=-2.29, Synergy_ZIP=-0.220, Synergy_Bliss=0.211, Synergy_Loewe=0.175, Synergy_HSA=-0.195. (2) Drug 1: CCC1=CC2CC(C3=C(CN(C2)C1)C4=CC=CC=C4N3)(C5=C(C=C6C(=C5)C78CCN9C7C(C=CC9)(C(C(C8N6C)(C(=O)OC)O)OC(=O)C)CC)OC)C(=O)OC.C(C(C(=O)O)O)(C(=O)O)O. Drug 2: CC1=C2C(C(=O)C3(C(CC4C(C3C(C(C2(C)C)(CC1OC(=O)C(C(C5=CC=CC=C5)NC(=O)OC(C)(C)C)O)O)OC(=O)C6=CC=CC=C6)(CO4)OC(=O)C)O)C)O. Cell line: ACHN. Synergy scores: CSS=43.7, Synergy_ZIP=2.99, Synergy_Bliss=4.24, Synergy_Loewe=0.691, Synergy_HSA=7.20. (3) Drug 1: CC1=C(C(CCC1)(C)C)C=CC(=CC=CC(=CC(=O)O)C)C. Drug 2: CC(C)CN1C=NC2=C1C3=CC=CC=C3N=C2N. Cell line: NCI-H322M. Synergy scores: CSS=3.21, Synergy_ZIP=-0.851, Synergy_Bliss=-1.50, Synergy_Loewe=-1.23, Synergy_HSA=-2.47. (4) Drug 1: C1=C(C(=O)NC(=O)N1)F. Drug 2: CCCCCOC(=O)NC1=NC(=O)N(C=C1F)C2C(C(C(O2)C)O)O. Cell line: HOP-92. Synergy scores: CSS=12.3, Synergy_ZIP=-8.25, Synergy_Bliss=-8.65, Synergy_Loewe=-11.0, Synergy_HSA=-5.99. (5) Drug 1: COC1=CC(=CC(=C1O)OC)C2C3C(COC3=O)C(C4=CC5=C(C=C24)OCO5)OC6C(C(C7C(O6)COC(O7)C8=CC=CS8)O)O. Drug 2: CCC1=C2CN3C(=CC4=C(C3=O)COC(=O)C4(CC)O)C2=NC5=C1C=C(C=C5)O. Cell line: MDA-MB-435. Synergy scores: CSS=23.6, Synergy_ZIP=-2.54, Synergy_Bliss=5.80, Synergy_Loewe=-5.99, Synergy_HSA=2.82.